Task: Predict the product of the given reaction.. Dataset: Forward reaction prediction with 1.9M reactions from USPTO patents (1976-2016) (1) Given the reactants [F:1][C:2]1[CH:7]=[C:6]([F:8])[CH:5]=[CH:4][C:3]=1[C:9]1[N:10]=[C:11]2[CH2:24][CH2:23][CH2:22][N:12]2[C:13]=1[C:14]1[N:15]=[N:16][C:17]([NH:20][NH2:21])=[CH:18][CH:19]=1.[Si:25]([O:32][CH2:33][C:34]([CH3:38])([CH3:37])[CH:35]=O)([C:28]([CH3:31])([CH3:30])[CH3:29])([CH3:27])[CH3:26].C(O)(=O)C.C(O)(=O)C.IC1C=CC=CC=1.C([O-])(O)=O.[Na+], predict the reaction product. The product is: [Si:25]([O:32][CH2:33][C:34]([C:38]1[N:16]2[N:15]=[C:14]([C:13]3[N:12]4[CH2:22][CH2:23][CH2:24][C:11]4=[N:10][C:9]=3[C:3]3[CH:4]=[CH:5][C:6]([F:8])=[CH:7][C:2]=3[F:1])[CH:19]=[CH:18][C:17]2=[N:20][N:21]=1)([CH3:37])[CH3:35])([C:28]([CH3:29])([CH3:30])[CH3:31])([CH3:26])[CH3:27]. (2) Given the reactants Cl[C:2]1[C:7]([Cl:8])=[CH:6][C:5]([C:9]([F:12])([F:11])[F:10])=[CH:4][N:3]=1.[CH2:13]([NH:20][S:21]([C:24]1[CH:29]=[CH:28][C:27]([N+:30]([O-:32])=[O:31])=[CH:26][CH:25]=1)(=[O:23])=[O:22])[C:14]1[CH:19]=[CH:18][CH:17]=[CH:16][CH:15]=1, predict the reaction product. The product is: [CH2:13]([N:20]([C:2]1[C:7]([Cl:8])=[CH:6][C:5]([C:9]([F:12])([F:11])[F:10])=[CH:4][N:3]=1)[S:21]([C:24]1[CH:29]=[CH:28][C:27]([N+:30]([O-:32])=[O:31])=[CH:26][CH:25]=1)(=[O:23])=[O:22])[C:14]1[CH:19]=[CH:18][CH:17]=[CH:16][CH:15]=1.